Task: Predict the product of the given reaction.. Dataset: Forward reaction prediction with 1.9M reactions from USPTO patents (1976-2016) (1) Given the reactants [F:1][C:2]([F:23])([F:22])[C:3]1[CH:21]=[CH:20][CH:19]=[CH:18][C:4]=1[O:5][C@@H:6]1[CH2:10][CH2:9][N:8](C(OC(C)(C)C)=O)[CH2:7]1.C(O)(C(F)(F)F)=O, predict the reaction product. The product is: [F:23][C:2]([F:1])([F:22])[C:3]1[CH:21]=[CH:20][CH:19]=[CH:18][C:4]=1[O:5][C@H:6]1[CH2:10][CH2:9][NH:8][CH2:7]1. (2) Given the reactants [CH:1]([C:3]1[C:12]([OH:13])=[CH:11][CH:10]=[C:9]([OH:14])[C:4]=1[C:5]([O:7][CH3:8])=[O:6])=O.[C:15]([CH2:18][PH4])(O)=[O:16], predict the reaction product. The product is: [OH:14][C:9]1[CH:10]=[CH:11][C:12]2[O:13][C:15](=[O:16])[CH:18]=[CH:1][C:3]=2[C:4]=1[C:5]([O:7][CH3:8])=[O:6]. (3) Given the reactants [H-].[Na+].[CH:3]1([OH:8])[CH2:7][CH2:6][CH2:5][CH2:4]1.[Cl:9][C:10]1[CH:11]=[C:12]2[C:21](=[C:22]3[C:27]=1[CH:26]=[CH:25][CH:24]=[N:23]3)[NH:20][S:19](=[O:29])(=[O:28])[C:18]1[C:13]2=[CH:14][C:15](F)=[CH:16][CH:17]=1.OS([O-])(=O)=O.[K+], predict the reaction product. The product is: [Cl:9][C:10]1[CH:11]=[C:12]2[C:21](=[C:22]3[C:27]=1[CH:26]=[CH:25][CH:24]=[N:23]3)[NH:20][S:19](=[O:29])(=[O:28])[C:18]1[C:13]2=[CH:14][C:15]([O:8][CH:3]2[CH2:7][CH2:6][CH2:5][CH2:4]2)=[CH:16][CH:17]=1. (4) Given the reactants [CH3:1][O:2][C:3]([C:5]1[C:6](=[O:17])[S:7][C:8]2[C:13]([C:14]=1[OH:15])=[CH:12][C:11](Br)=[CH:10][CH:9]=2)=[O:4].[CH3:18][O:19][C:20]1[CH:25]=[CH:24][C:23](B(O)O)=[CH:22][CH:21]=1, predict the reaction product. The product is: [CH3:1][O:2][C:3]([C:5]1[C:6](=[O:17])[S:7][C:8]2[C:13]([C:14]=1[OH:15])=[CH:12][C:11]([C:23]1[CH:24]=[CH:25][C:20]([O:19][CH3:18])=[CH:21][CH:22]=1)=[CH:10][CH:9]=2)=[O:4]. (5) Given the reactants C(OC(=O)[NH:7][C:8]1[CH:13]=[CH:12][C:11]([Cl:14])=[CH:10][C:9]=1[C:15](=[O:23])[C:16]1[CH:21]=[CH:20][C:19]([Br:22])=[CH:18][CH:17]=1)(C)(C)C.Cl.CO, predict the reaction product. The product is: [NH2:7][C:8]1[CH:13]=[CH:12][C:11]([Cl:14])=[CH:10][C:9]=1[C:15]([C:16]1[CH:21]=[CH:20][C:19]([Br:22])=[CH:18][CH:17]=1)=[O:23]. (6) The product is: [CH3:34][N:6]1[C:5]([C:20]2[N:24]([C:25]3[CH:26]=[CH:27][C:28]([C:29]#[N:30])=[CH:31][CH:32]=3)[N:23]=[CH:22][CH:21]=2)=[C:4]([CH3:3])[N:8]([C:9]2[CH:14]=[CH:13][CH:12]=[C:11]([C:15]([F:18])([F:17])[F:16])[CH:10]=2)[C:7]1=[O:19]. Given the reactants [H-].[Na+].[CH3:3][C:4]1[N:8]([C:9]2[CH:14]=[CH:13][CH:12]=[C:11]([C:15]([F:18])([F:17])[F:16])[CH:10]=2)[C:7](=[O:19])[NH:6][C:5]=1[C:20]1[N:24]([C:25]2[CH:32]=[CH:31][C:28]([C:29]#[N:30])=[CH:27][CH:26]=2)[N:23]=[CH:22][CH:21]=1.I[CH3:34].O, predict the reaction product.